From a dataset of Reaction yield outcomes from USPTO patents with 853,638 reactions. Predict the reaction yield, written as a fraction of the theoretical maximum amount of product (1.0 means a 100% yield; for example, 0.34 means a 34% yield). (1) The reactants are [Cl:1][C:2]1[CH:3]=[C:4]2[O:8][C:7]([C:9]3[CH:14]=[CH:13][C:12]([CH3:15])=[CH:11][CH:10]=3)=[N:6][C:5]2=[C:16]([C:18]([OH:20])=O)[CH:17]=1.Cl.Cl.[NH2:23][CH:24]1[CH2:31][CH:30]2[N:32]([CH3:33])[CH:26]([CH2:27][CH2:28][CH2:29]2)[CH2:25]1.Cl.C(N=C=NCCCN(C)C)C.ON1C2C=CC=CC=2N=N1.C(N(CC)CC)C. The catalyst is CN(C=O)C.C(OCC)(=O)C. The product is [CH3:33][N:32]1[CH:26]2[CH2:27][CH2:28][CH2:29][CH:30]1[CH2:31][CH:24]([NH:23][C:18]([C:16]1[CH:17]=[C:2]([Cl:1])[CH:3]=[C:4]3[O:8][C:7]([C:9]4[CH:10]=[CH:11][C:12]([CH3:15])=[CH:13][CH:14]=4)=[N:6][C:5]=13)=[O:20])[CH2:25]2. The yield is 0.260. (2) The reactants are [NH2:1][C:2]1[CH:7]=[CH:6][CH:5]=[C:4]([C:8]2[CH:13]=[CH:12][N:11]=[C:10]3[NH:14][C:15]([C:17]4[CH:22]=[CH:21][C:20]([C:23]([N:25]5[CH2:30][CH2:29][O:28][CH2:27][CH2:26]5)=[O:24])=[CH:19][CH:18]=4)=[N:16][C:9]=23)[C:3]=1[CH2:31][OH:32].[C:33]([C:37]1[CH:45]=[CH:44][C:40]([C:41](O)=[O:42])=[CH:39][CH:38]=1)([CH3:36])([CH3:35])[CH3:34].C1C=CC2N(O)N=NC=2C=1.CCN=C=NCCCN(C)C.CCN(C(C)C)C(C)C. The catalyst is CN(C)C=O. The product is [C:33]([C:37]1[CH:38]=[CH:39][C:40]([C:41]([NH:1][C:2]2[CH:7]=[CH:6][CH:5]=[C:4]([C:8]3[CH:13]=[CH:12][N:11]=[C:10]4[NH:14][C:15]([C:17]5[CH:18]=[CH:19][C:20]([C:23]([N:25]6[CH2:30][CH2:29][O:28][CH2:27][CH2:26]6)=[O:24])=[CH:21][CH:22]=5)=[N:16][C:9]=34)[C:3]=2[CH2:31][OH:32])=[O:42])=[CH:44][CH:45]=1)([CH3:36])([CH3:34])[CH3:35]. The yield is 0.590. (3) The reactants are Cl[C:2]1[CH:12]=[CH:11][C:5]([C:6]([N:8]([CH3:10])[CH3:9])=[O:7])=[CH:4][N:3]=1.CN(C=O)C.[N-:18]=[N+:19]=[N-:20].[Na+]. The catalyst is O. The product is [N:18]([C:2]1[CH:12]=[CH:11][C:5]([C:6]([N:8]([CH3:10])[CH3:9])=[O:7])=[CH:4][N:3]=1)=[N+:19]=[N-:20]. The yield is 0.260.